From a dataset of Full USPTO retrosynthesis dataset with 1.9M reactions from patents (1976-2016). Predict the reactants needed to synthesize the given product. The reactants are: C([O:8][C@@H:9]1[C@H:12]([C@H:13]2[CH2:17][CH2:16][CH2:15][O:14]2)[NH:11][C:10]1=[O:18])C1C=CC=CC=1.[CH2:19]([Si:21](Cl)([CH2:24][CH3:25])[CH2:22][CH3:23])[CH3:20]. Given the product [O:14]1[CH2:15][CH2:16][CH2:17][C@@H:13]1[C@@H:12]1[NH:11][C:10](=[O:18])[C@@H:9]1[O:8][Si:21]([CH2:24][CH3:25])([CH2:22][CH3:23])[CH2:19][CH3:20], predict the reactants needed to synthesize it.